This data is from Peptide-MHC class I binding affinity with 185,985 pairs from IEDB/IMGT. The task is: Regression. Given a peptide amino acid sequence and an MHC pseudo amino acid sequence, predict their binding affinity value. This is MHC class I binding data. (1) The peptide sequence is NHCNTSVIQE. The MHC is Mamu-A07 with pseudo-sequence Mamu-A07. The binding affinity (normalized) is 0. (2) The peptide sequence is HMYISKKAK. The MHC is HLA-B44:03 with pseudo-sequence HLA-B44:03. The binding affinity (normalized) is 0. (3) The peptide sequence is TFIDVHIPK. The MHC is HLA-A31:01 with pseudo-sequence HLA-A31:01. The binding affinity (normalized) is 0.921. (4) The peptide sequence is KVYWAGIEF. The MHC is HLA-B27:03 with pseudo-sequence HLA-B27:03. The binding affinity (normalized) is 0.0847. (5) The peptide sequence is YMKAPSGAL. The MHC is HLA-B15:01 with pseudo-sequence HLA-B15:01. The binding affinity (normalized) is 0.662.